From a dataset of Reaction yield outcomes from USPTO patents with 853,638 reactions. Predict the reaction yield, written as a fraction of the theoretical maximum amount of product (1.0 means a 100% yield; for example, 0.34 means a 34% yield). (1) The reactants are C([N-]C(C)C)(C)C.[Li+].[Cl:9][C:10]1[CH:11]=[C:12]([CH2:16][C:17]([OH:19])=[O:18])[CH:13]=[CH:14][CH:15]=1.I[CH2:21][CH:22]1[CH2:26][CH2:25][CH2:24][CH2:23]1. The catalyst is O1CCCC1.CN1CCCN(C)C1=O.CN1CCCN(C)C1=O. The yield is 0.729. The product is [Cl:9][C:10]1[CH:11]=[C:12]([CH:16]([CH2:21][CH:22]2[CH2:26][CH2:25][CH2:24][CH2:23]2)[C:17]([OH:19])=[O:18])[CH:13]=[CH:14][CH:15]=1. (2) The reactants are [F:1][C:2]([F:14])([F:13])[O:3][C:4]1[CH:9]=[CH:8][C:7]([N:10]=[C:11]=[O:12])=[CH:6][CH:5]=1.[NH2:15][CH:16]([CH:32]([CH3:34])[CH3:33])[C:17]([N:19]([CH2:25][C:26]1[CH:31]=[CH:30][CH:29]=[CH:28][CH:27]=1)[CH2:20][CH2:21][N:22]([CH3:24])[CH3:23])=[O:18]. The catalyst is ClCCl. The product is [CH2:25]([N:19]([CH2:20][CH2:21][N:22]([CH3:23])[CH3:24])[C:17](=[O:18])[C@@H:16]([NH:15][C:11]([NH:10][C:7]1[CH:6]=[CH:5][C:4]([O:3][C:2]([F:13])([F:14])[F:1])=[CH:9][CH:8]=1)=[O:12])[CH:32]([CH3:33])[CH3:34])[C:26]1[CH:31]=[CH:30][CH:29]=[CH:28][CH:27]=1. The yield is 0.690. (3) The reactants are C[O:2][C:3](=[O:28])[C@@H:4]([NH:12][C:13](=[O:27])[C@@H:14]([NH:16][C:17]([O:19][CH2:20][C:21]1[CH:26]=[CH:25][CH:24]=[CH:23][CH:22]=1)=[O:18])[CH3:15])[CH2:5][C:6]1[CH:11]=[CH:10][CH:9]=[CH:8][N:7]=1.[OH-].C[Sn+](C)C. The catalyst is ClCCCl. The product is [CH2:20]([O:19][C:17]([NH:16][C@@H:14]([CH3:15])[C:13]([NH:12][C@@H:4]([CH2:5][C:6]1[CH:11]=[CH:10][CH:9]=[CH:8][N:7]=1)[C:3]([OH:28])=[O:2])=[O:27])=[O:18])[C:21]1[CH:26]=[CH:25][CH:24]=[CH:23][CH:22]=1. The yield is 0.650. (4) The reactants are [CH2:1]1[C:13]2[NH:12][C:11]3[C:6](=[CH:7][CH:8]=[CH:9][CH:10]=3)[C:5]=2[CH2:4][CH2:3][N:2]1[C:14]1[N:19]=[CH:18][C:17]([C:20](O)=[O:21])=[CH:16][N:15]=1.CCN=C=NCCCN(C)C.[NH2:34][O:35][CH:36]1[CH2:41][CH2:40][CH2:39][CH2:38][O:37]1. The catalyst is C(Cl)Cl. The product is [O:37]1[CH2:38][CH2:39][CH2:40][CH2:41][CH:36]1[O:35][NH:34][C:20]([C:17]1[CH:16]=[N:15][C:14]([N:2]2[CH2:3][CH2:4][C:5]3[C:6]4[C:11](=[CH:10][CH:9]=[CH:8][CH:7]=4)[NH:12][C:13]=3[CH2:1]2)=[N:19][CH:18]=1)=[O:21]. The yield is 0.468. (5) The reactants are [Br:1][CH2:2][C:3]1[CH:11]=[CH:10][C:6]([C:7]([OH:9])=O)=[C:5]([C:12]2[CH:17]=[CH:16][CH:15]=[CH:14][CH:13]=2)[CH:4]=1.C(Cl)(=O)C(Cl)=O.Cl.[CH3:25][O:26][C:27](=[O:34])[C@H:28]([CH2:30][CH2:31][S:32][CH3:33])[NH2:29].C(N(C(C)C)CC)(C)C. The yield is 0.750. The catalyst is ClCCl.CCOCC. The product is [CH3:25][O:26][C:27](=[O:34])[C@H:28]([CH2:30][CH2:31][S:32][CH3:33])[NH:29][C:7](=[O:9])[C:6]1[CH:10]=[CH:11][C:3]([CH2:2][Br:1])=[CH:4][C:5]=1[C:12]1[CH:17]=[CH:16][CH:15]=[CH:14][CH:13]=1. (6) The product is [CH:1]([N:4]1[C:8]([C:9]2[N:18]=[C:17]3[C:16]4[CH:19]=[N:20][C:21]([O:23][C:24]([CH3:28])([CH3:29])[C:25]([NH2:31])=[O:27])=[CH:22][C:15]=4[O:14][CH2:13][CH2:12][N:11]3[CH:10]=2)=[N:7][CH:6]=[N:5]1)([CH3:3])[CH3:2]. The reactants are [CH:1]([N:4]1[C:8]([C:9]2[N:18]=[C:17]3[N:11]([CH2:12][CH2:13][O:14][C:15]4[CH:22]=[C:21]([O:23][C:24]([CH3:29])([CH3:28])[C:25]([OH:27])=O)[N:20]=[CH:19][C:16]=43)[CH:10]=2)=[N:7][CH:6]=[N:5]1)([CH3:3])[CH3:2].C[N:31](C(ON1N=NC2C=CC=NC1=2)=[N+](C)C)C.F[P-](F)(F)(F)(F)F.[Cl-].[NH4+].C(N(CC)CC)C. The yield is 0.380. The catalyst is CN(C=O)C. (7) The reactants are [CH3:1][O:2][C:3]1[CH:4]=[C:5]2[C:10](=[CH:11][C:12]=1[O:13][CH3:14])[N:9]=[CH:8][CH:7]=[C:6]2[O:15][C:16]1[C:22]([CH3:23])=[CH:21][C:19]([NH2:20])=[C:18]([CH3:24])[CH:17]=1.Cl[C:26](Cl)([O:28][C:29](=[O:35])OC(Cl)(Cl)Cl)Cl.[CH:37]1[C:46]2[C:41](=[CH:42][CH:43]=[CH:44][CH:45]=2)[CH:40]=[CH:39][C:38]=1CO.C(=O)(O)[O-].[Na+]. The catalyst is C(Cl)Cl.C(N(CC)CC)C.C1(C)C=CC=CC=1. The product is [CH3:1][O:2][C:3]1[CH:4]=[C:5]2[C:10](=[CH:11][C:12]=1[O:13][CH3:14])[N:9]=[CH:8][CH:7]=[C:6]2[O:15][C:16]1[C:22]([CH3:23])=[CH:21][C:19]([NH:20][C:29](=[O:35])[O:28][CH2:26][C:39]2[CH:38]=[CH:37][C:46]3[C:41](=[CH:42][CH:43]=[CH:44][CH:45]=3)[CH:40]=2)=[C:18]([CH3:24])[CH:17]=1. The yield is 0.900.